Dataset: hERG potassium channel inhibition data for cardiac toxicity prediction from Karim et al.. Task: Regression/Classification. Given a drug SMILES string, predict its toxicity properties. Task type varies by dataset: regression for continuous values (e.g., LD50, hERG inhibition percentage) or binary classification for toxic/non-toxic outcomes (e.g., AMES mutagenicity, cardiotoxicity, hepatotoxicity). Dataset: herg_karim. (1) The molecule is CNC(=O)c1ccc2cc(C3(O)CCn4cncc43)ccc2c1. The result is 0 (non-blocker). (2) The compound is COc1c(C(C)(C)C)cc(C(=O)NC[C@H]2CCN(C(=O)CCCCC(c3ccc(F)cc3)c3ccc(F)cc3)C2)cc1C(C)(C)C. The result is 1 (blocker). (3) The drug is CC(C)S(=O)(=O)N[C@H]1CN(c2ccccc2)C[C@@H]1c1ccc(-c2ccc(F)nc2)cc1. The result is 1 (blocker). (4) The molecule is CS(=O)(=O)Nc1ccc(OC[C@@H](O)CN(CCc2ccc(Cl)c(Cl)c2)Cc2ccccc2F)cc1. The result is 1 (blocker). (5) The drug is COc1ccc(NC(=O)c2ccc(Cn3ccnn3)c3ccccc23)c(C(=O)NCC2CCOCC2)n1. The result is 0 (non-blocker). (6) The compound is NC1(COc2ccc3ncc(F)c(CCC45CCC(NCc6ccc7c(n6)NC(=O)CO7)(CC4)CO5)c3n2)CC1. The result is 1 (blocker). (7) The molecule is CC(C)OC(=O)C1=CN(C(=O)c2ccc(OCCCN3CCOCC3)cc2)CC(C)(C)c2c1[nH]c1ccccc21. The result is 1 (blocker). (8) The compound is Cc1ccc2c(-c3nnc(SCCCN4C[C@H]5C[C@@]5(c5ccc(C#N)cc5)C4)n3C)cccc2n1. The result is 1 (blocker).